Dataset: Full USPTO retrosynthesis dataset with 1.9M reactions from patents (1976-2016). Task: Predict the reactants needed to synthesize the given product. (1) Given the product [C:21]([C:18]1[N:19]=[CH:20][C:15]([S:8]([Cl:11])(=[O:10])=[O:9])=[CH:16][CH:17]=1)#[N:22], predict the reactants needed to synthesize it. The reactants are: FC1C=CC([S:8]([Cl:11])(=[O:10])=[O:9])=CC=1OC.N[C:15]1[CH:16]=[CH:17][C:18]([C:21]#[N:22])=[N:19][CH:20]=1. (2) Given the product [NH3:2].[CH:55]([N:52]1[CH2:51][CH2:50][N:49]([C:46]2[CH:1]=[CH:44][C:43]([NH:42][C:36]3[C:37]4[N:38]([N:39]=[CH:40][N:41]=4)[C:33]([C:66]4[CH:67]=[C:68]5[C:72](=[CH:73][CH:74]=4)[C:71](=[O:75])[NH:70][CH2:69]5)=[CH:34][N:35]=3)=[CH:48][CH:47]=2)[CH2:54][CH2:53]1)([CH3:56])[CH3:57], predict the reactants needed to synthesize it. The reactants are: [CH3:1][N:2]1CCN(C2C=CC(NC3C4N(N=CN=4)C(C4C=C(C(N)=O)SC=4)=CN=3)=CC=2)CC1.Br[C:33]1[N:38]2[N:39]=[CH:40][N:41]=[C:37]2[C:36]([NH:42][C:43]2[CH:44]=N[C:46]([N:49]3[CH2:54][CH2:53][N:52]([CH:55]([CH3:57])[CH3:56])[CH2:51][CH2:50]3)=[CH:47][CH:48]=2)=[N:35][CH:34]=1.CC1(C)C(C)(C)OB([C:66]2[CH:67]=[C:68]3[C:72](=[CH:73][CH:74]=2)[C:71](=[O:75])[NH:70][CH2:69]3)O1. (3) Given the product [Cl:1][C:2]1[CH:3]=[N:4][N:5]([C:7]2[CH:12]=[CH:11][N:10]=[CH:9][C:8]=2[N:14]2[CH2:19][CH2:18][CH:17]([C:20]([O:22][CH2:23][CH3:24])=[O:21])[CH2:16][CH2:15]2)[CH:6]=1, predict the reactants needed to synthesize it. The reactants are: [Cl:1][C:2]1[CH:3]=[N:4][N:5]([C:7]2[CH:12]=[CH:11][N:10]=[CH:9][C:8]=2F)[CH:6]=1.[NH:14]1[CH2:19][CH2:18][CH:17]([C:20]([O:22][CH2:23][CH3:24])=[O:21])[CH2:16][CH2:15]1.C(=O)([O-])[O-].[K+].[K+].CN1C(=O)CCC1.